This data is from Full USPTO retrosynthesis dataset with 1.9M reactions from patents (1976-2016). The task is: Predict the reactants needed to synthesize the given product. (1) Given the product [CH3:28][S:29]([NH:1][CH:2]([CH2:12][NH:13][C:14](=[O:20])[O:15][C:16]([CH3:19])([CH3:18])[CH3:17])[CH2:3][NH:4][C:5](=[O:11])[O:6][C:7]([CH3:10])([CH3:9])[CH3:8])(=[O:31])=[O:30], predict the reactants needed to synthesize it. The reactants are: [NH2:1][CH:2]([CH2:12][NH:13][C:14](=[O:20])[O:15][C:16]([CH3:19])([CH3:18])[CH3:17])[CH2:3][NH:4][C:5](=[O:11])[O:6][C:7]([CH3:10])([CH3:9])[CH3:8].C(N(CC)CC)C.[CH3:28][S:29](Cl)(=[O:31])=[O:30].O. (2) Given the product [Cl:18][C:19]1[CH:20]=[C:21]([CH2:25][CH2:26][C@@H:27]2[NH:28][CH2:29][CH2:30][N:17]([C:6]3[C:5]4[CH:4]=[C:3]([CH3:2])[S:12][C:11]=4[NH:10][C:9]4[CH:13]=[CH:14][CH:15]=[CH:16][C:8]=4[N:7]=3)[CH2:32]2)[CH:22]=[CH:23][CH:24]=1, predict the reactants needed to synthesize it. The reactants are: Cl.[CH3:2][C:3]1[S:12][C:11]2[NH:10][C:9]3[CH:13]=[CH:14][CH:15]=[CH:16][C:8]=3[N:7]=[C:6]([NH2:17])[C:5]=2[CH:4]=1.[Cl:18][C:19]1[CH:20]=[C:21]([CH2:25][CH2:26][C@H:27]2[CH2:32]N[CH2:30][CH2:29][NH:28]2)[CH:22]=[CH:23][CH:24]=1.C(N(CC)C(C)C)(C)C.CS(C)=O. (3) Given the product [Cl:2][C:3]1[C:4]([OH:32])=[CH:5][C:6]([OH:28])=[C:7]([CH:27]=1)[C:8]([N:10]1[CH2:18][C:17]2[C:12](=[CH:13][CH:14]=[CH:15][CH:16]=2)[CH:11]1[C:19]([NH:21][CH2:22][C:23]([F:25])([F:26])[F:24])=[O:20])=[O:9], predict the reactants needed to synthesize it. The reactants are: Cl.[Cl:2][C:3]1[C:4]([O:32]COC)=[CH:5][C:6]([O:28]COC)=[C:7]([CH:27]=1)[C:8]([N:10]1[CH2:18][C:17]2[C:12](=[CH:13][CH:14]=[CH:15][CH:16]=2)[CH:11]1[C:19]([NH:21][CH2:22][C:23]([F:26])([F:25])[F:24])=[O:20])=[O:9].C([O-])(O)=O.[Na+]. (4) The reactants are: Br[C:2]1[N:7]=[CH:6][C:5]([C:8]([N:10]2[CH2:15][CH2:14][CH:13]([O:16][C:17]3[CH:22]=[CH:21][C:20]([CH3:23])=[CH:19][CH:18]=3)[CH2:12][CH2:11]2)=[O:9])=[CH:4][CH:3]=1.[CH2:24]([C@@H:26]1[CH2:30][O:29][C:28](=[O:31])[NH:27]1)[CH3:25]. Given the product [CH2:24]([C@@H:26]1[CH2:30][O:29][C:28](=[O:31])[N:27]1[C:2]1[CH:3]=[CH:4][C:5]([C:8]([N:10]2[CH2:15][CH2:14][CH:13]([O:16][C:17]3[CH:22]=[CH:21][C:20]([CH3:23])=[CH:19][CH:18]=3)[CH2:12][CH2:11]2)=[O:9])=[CH:6][N:7]=1)[CH3:25], predict the reactants needed to synthesize it. (5) Given the product [N:18]1([C:16]2[N:17]=[C:11]3[CH:10]=[C:9]([NH:8][C:7]([C:6]4[N:2]([CH3:1])[N:3]=[CH:4][C:5]=4[C:24]([N:27]4[CH2:32][CH2:31][O:30][CH2:29][CH2:28]4)=[O:25])=[O:23])[CH:14]=[CH:13][N:12]3[N:15]=2)[CH2:22][CH2:21][CH2:20][CH2:19]1, predict the reactants needed to synthesize it. The reactants are: [CH3:1][N:2]1[C:6]([C:7](=[O:23])[NH:8][C:9]2[CH:14]=[CH:13][N:12]3[N:15]=[C:16]([N:18]4[CH2:22][CH2:21][CH2:20][CH2:19]4)[N:17]=[C:11]3[CH:10]=2)=[C:5]([C:24](O)=[O:25])[CH:4]=[N:3]1.[NH:27]1[CH2:32][CH2:31][O:30][CH2:29][CH2:28]1.CCCP(=O)=O.C(N(CC)C(C)C)(C)C. (6) Given the product [O:10]=[C:1]1[C:2]2[CH:8]=[CH:7][CH:6]=[CH:5][C:3]=2[S:4][C:12]([C:14]2[N:19]=[C:18]([CH2:20][CH2:21][CH2:22][O:23][CH2:24][CH2:25][C:26]([O:28][C:29]([CH3:32])([CH3:31])[CH3:30])=[O:27])[CH:17]=[CH:16][CH:15]=2)=[N:13]1, predict the reactants needed to synthesize it. The reactants are: [C:1]([O:10]C)(=O)[C:2]1[C:3](=[CH:5][CH:6]=[CH:7][CH:8]=1)[SH:4].[C:12]([C:14]1[N:19]=[C:18]([CH2:20][CH2:21][CH2:22][O:23][CH2:24][CH2:25][C:26]([O:28][C:29]([CH3:32])([CH3:31])[CH3:30])=[O:27])[CH:17]=[CH:16][CH:15]=1)#[N:13].C(N(CC)CC)C. (7) Given the product [C:28]([CH:16]1[CH:15]=[CH:14][C:23]2[C:22]3[CH:24]=[CH:25][CH:26]=[CH:27][C:21]=3[CH:20]=[CH:19][C:18]=2[N:17]1[C:1](=[O:8])[C:2]1[CH:7]=[CH:6][CH:5]=[CH:4][CH:3]=1)#[N:29], predict the reactants needed to synthesize it. The reactants are: [C:1](Cl)(=[O:8])[C:2]1[CH:7]=[CH:6][CH:5]=[CH:4][CH:3]=1.O.C(Cl)Cl.[CH:14]1[C:23]2[C:22]3[CH:24]=[CH:25][CH:26]=[CH:27][C:21]=3[CH:20]=[CH:19][C:18]=2[N:17]=[CH:16][CH:15]=1.[C-:28]#[N:29].[K+]. (8) Given the product [CH2:22]([C:21]1[CH:20]=[CH:19][CH:18]=[C:17]([CH2:24][CH3:25])[C:16]=1[C:13]1[CH:14]=[C:15]2[C:7]([CH2:6][CH2:5][CH2:4][OH:3])=[CH:8][N:9]([C:26]3[CH:31]=[CH:30][C:29]([CH:32]([CH3:34])[CH3:33])=[CH:28][CH:27]=3)[C:10]2=[CH:11][N:12]=1)[CH3:23], predict the reactants needed to synthesize it. The reactants are: C([O:3][C:4](=O)[CH2:5][CH2:6][C:7]1[C:15]2[C:10](=[CH:11][N:12]=[C:13]([C:16]3[C:21]([CH2:22][CH3:23])=[CH:20][CH:19]=[CH:18][C:17]=3[CH2:24][CH3:25])[CH:14]=2)[N:9]([C:26]2[CH:31]=[CH:30][C:29]([CH:32]([CH3:34])[CH3:33])=[CH:28][CH:27]=2)[CH:8]=1)C.CC(C[AlH]CC(C)C)C.[C@H](O)(C([O-])=O)[C@@H](O)C([O-])=O.[Na+].[K+]. (9) Given the product [C:1]([C:4]1[CH:5]=[C:6]([NH2:10])[CH:7]=[CH:8][C:9]=1[N+:17]([O-:19])=[O:18])(=[O:3])[CH3:2], predict the reactants needed to synthesize it. The reactants are: [C:1]([C:4]1[CH:5]=[C:6]([NH:10]C(=O)C(F)(F)F)[CH:7]=[CH:8][CH:9]=1)(=[O:3])[CH3:2].[N+:17]([O-])([OH:19])=[O:18].